The task is: Predict the reactants needed to synthesize the given product.. This data is from Full USPTO retrosynthesis dataset with 1.9M reactions from patents (1976-2016). (1) Given the product [C:1]([C:5]1[S:9][C:8]([C:10]2[S:11][C:12]([B:27]([OH:30])[OH:28])=[CH:13][CH:14]=2)=[CH:7][CH:6]=1)([CH3:4])([CH3:2])[CH3:3], predict the reactants needed to synthesize it. The reactants are: [C:1]([C:5]1[S:9][C:8]([C:10]2[S:11][CH:12]=[CH:13][CH:14]=2)=[CH:7][CH:6]=1)([CH3:4])([CH3:3])[CH3:2].C(=O)=O.CC(C)=O.C([Li])CCC.[B:27](OC)([O:30]C)[O:28]C. (2) Given the product [O:45]=[C:44]1[C@@H:33]([NH:34][C:28]([C:12]2[C:13]([CH3:27])=[C:14](/[CH:15]=[C:16]3\[C:17](=[O:26])[NH:18][C:19]4[C:24]\3=[CH:23][C:22]([F:25])=[CH:21][CH:20]=4)[NH:10][C:11]=2[CH3:31])=[O:30])[CH2:32][CH2:41][NH:42]1, predict the reactants needed to synthesize it. The reactants are: N1C2C(=NC=CC=2)N([N:10]2[C:14](/[CH:15]=[C:16]3\[C:17](=[O:26])[NH:18][C:19]4[C:24]\3=[CH:23][C:22]([F:25])=[CH:21][CH:20]=4)=[C:13]([CH3:27])[C:12]([C:28]([O-:30])=O)=[C:11]2[CH3:31])N=1.[CH3:32][CH2:33][N:34](C(C)C)C(C)C.[CH3:41][N:42]([CH:44]=[O:45])C. (3) Given the product [CH3:11][C:12]1[N:13]=[CH:14][C:15]([NH:31][C:8](=[O:9])[C:3]2[CH:4]=[CH:5][CH:6]=[CH:7][N:2]=2)=[CH:16][C:17]=1[NH:18][C:19]1[N:24]=[C:23]([C:25]2[CH:26]=[CH:27][CH:28]=[CH:29][CH:30]=2)[CH:22]=[CH:21][N:20]=1, predict the reactants needed to synthesize it. The reactants are: Cl.[N:2]1[CH:7]=[CH:6][CH:5]=[CH:4][C:3]=1[C:8](Cl)=[O:9].[CH3:11][C:12]1[C:17]([NH:18][C:19]2[N:24]=[C:23]([C:25]3[CH:30]=[CH:29][CH:28]=[CH:27][CH:26]=3)[CH:22]=[CH:21][N:20]=2)=[CH:16][C:15]([NH2:31])=[CH:14][N:13]=1.